Dataset: Peptide-MHC class I binding affinity with 185,985 pairs from IEDB/IMGT. Task: Regression. Given a peptide amino acid sequence and an MHC pseudo amino acid sequence, predict their binding affinity value. This is MHC class I binding data. (1) The peptide sequence is RQDYRRSINV. The MHC is HLA-A02:01 with pseudo-sequence HLA-A02:01. The binding affinity (normalized) is 0.146. (2) The peptide sequence is HIPEVCLKW. The MHC is HLA-B15:09 with pseudo-sequence HLA-B15:09. The binding affinity (normalized) is 0.0847.